This data is from Forward reaction prediction with 1.9M reactions from USPTO patents (1976-2016). The task is: Predict the product of the given reaction. Given the reactants [S-][C:2]#[N:3].[Na+].[Cl:5][CH2:6][C:7]1[CH:15]=[CH:14][C:10]([C:11](Cl)=[O:12])=[CH:9][CH:8]=1.[N:16]1[CH:21]=[CH:20][CH:19]=[C:18]([C:22]2[CH:27]=[CH:26][N:25]=[C:24]([O:28][C:29]3[CH:30]=[C:31]([NH2:36])[C:32]([NH2:35])=[CH:33][CH:34]=3)[N:23]=2)[CH:17]=1.Cl.C(N=C=NCCCN(C)C)C, predict the reaction product. The product is: [Cl:5][CH2:6][C:7]1[CH:15]=[CH:14][C:10]([C:11]([NH:3][C:2]2[NH:36][C:31]3[CH:30]=[C:29]([O:28][C:24]4[N:23]=[C:22]([C:18]5[CH:17]=[N:16][CH:21]=[CH:20][CH:19]=5)[CH:27]=[CH:26][N:25]=4)[CH:34]=[CH:33][C:32]=3[N:35]=2)=[O:12])=[CH:9][CH:8]=1.